This data is from Peptide-MHC class I binding affinity with 185,985 pairs from IEDB/IMGT. The task is: Regression. Given a peptide amino acid sequence and an MHC pseudo amino acid sequence, predict their binding affinity value. This is MHC class I binding data. (1) The peptide sequence is CFLKKGLGICY. The MHC is Mamu-B17 with pseudo-sequence Mamu-B17. The binding affinity (normalized) is 0. (2) The peptide sequence is FFGYFASHF. The MHC is HLA-A23:01 with pseudo-sequence HLA-A23:01. The binding affinity (normalized) is 1.00. (3) The peptide sequence is SDEVARDLSL. The MHC is HLA-B44:03 with pseudo-sequence HLA-B44:03. The binding affinity (normalized) is 0.236. (4) The MHC is HLA-A30:01 with pseudo-sequence HLA-A30:01. The peptide sequence is MAICSAVPTE. The binding affinity (normalized) is 0.143. (5) The peptide sequence is VTHSSAAQR. The MHC is HLA-A31:01 with pseudo-sequence HLA-A31:01. The binding affinity (normalized) is 0.699. (6) The peptide sequence is STTTCEAGV. The MHC is HLA-A24:03 with pseudo-sequence HLA-A24:03. The binding affinity (normalized) is 0.0847.